From a dataset of Full USPTO retrosynthesis dataset with 1.9M reactions from patents (1976-2016). Predict the reactants needed to synthesize the given product. (1) Given the product [NH2:1][C:2]1[CH:9]=[C:8]([NH:10][C:11]2[N:20]=[C:19]([N:21]3[CH2:25][CH2:24][C@H:23]([NH:26][C:27](=[O:32])[CH2:28][CH2:29][CH2:30][CH3:31])[CH2:22]3)[C:18]3[C:13](=[CH:14][CH:15]=[CH:16][CH:17]=3)[N:12]=2)[CH:7]=[C:4]([C:5]#[N:6])[CH:3]=1, predict the reactants needed to synthesize it. The reactants are: [NH2:1][C:2]1[CH:3]=[C:4]([CH:7]=[C:8]([NH:10][C:11]2[N:20]=[C:19]([N:21]3[CH2:25][CH2:24][C@H:23]([NH2:26])[CH2:22]3)[C:18]3[C:13](=[CH:14][CH:15]=[CH:16][CH:17]=3)[N:12]=2)[CH:9]=1)[C:5]#[N:6].[C:27](O)(=[O:32])[CH2:28][CH2:29][CH2:30][CH3:31].C(N(C(C)C)CC)(C)C.Cl.CN(C)CCCN=C=NCC.O.ON1C2C=CC=CC=2N=N1. (2) Given the product [BrH:60].[BrH:60].[CH2:44]([N:20]([CH2:18][CH3:19])[CH2:21][CH2:22][N:23]([CH2:41][CH2:42][NH:2][CH2:3][CH2:4][C:5]1[C:13]2[S:12][C:11](=[O:14])[NH:10][C:9]=2[C:8]([OH:15])=[CH:7][CH:6]=1)[C:24](=[O:40])[CH2:25][CH2:26][O:27][CH2:28][CH2:29][C:30]1[C:39]2[C:34](=[CH:35][CH:36]=[CH:37][CH:38]=2)[CH:33]=[CH:32][CH:31]=1)[CH3:45], predict the reactants needed to synthesize it. The reactants are: Cl.[NH2:2][CH2:3][CH2:4][C:5]1[C:13]2[S:12][C:11](=[O:14])[NH:10][C:9]=2[C:8]([OH:15])=[CH:7][CH:6]=1.[OH-].[Na+].[CH2:18]([N:20]([CH2:44][CH3:45])[CH2:21][CH2:22][N:23]([CH2:41][CH:42]=O)[C:24](=[O:40])[CH2:25][CH2:26][O:27][CH2:28][CH2:29][C:30]1[C:39]2[C:34](=[CH:35][CH:36]=[CH:37][CH:38]=2)[CH:33]=[CH:32][CH:31]=1)[CH3:19].C(O[BH-](OC(=O)C)OC(=O)C)(=O)C.[Na+].[BrH:60]. (3) Given the product [Cl:37][C:13]1[CH:12]=[C:11]([CH:16]=[CH:15][C:14]=1[CH:17]([CH3:36])[C:18]([OH:35])([C:23]1[CH:24]=[CH:25][C:26]2[O:31][CH2:30][C:29](=[O:32])[N:28]([CH3:33])[C:27]=2[CH:34]=1)[C:19]([F:20])([F:21])[F:22])[O:10][C:7]1[CH:8]=[CH:9][C:4]([C:3]([OH:38])=[O:2])=[CH:5][N:6]=1, predict the reactants needed to synthesize it. The reactants are: C[O:2][C:3](=[O:38])[C:4]1[CH:9]=[CH:8][C:7]([O:10][C:11]2[CH:16]=[CH:15][C:14]([CH:17]([CH3:36])[C:18]([OH:35])([C:23]3[CH:24]=[CH:25][C:26]4[O:31][CH2:30][C:29](=[O:32])[N:28]([CH3:33])[C:27]=4[CH:34]=3)[C:19]([F:22])([F:21])[F:20])=[C:13]([Cl:37])[CH:12]=2)=[N:6][CH:5]=1.[Li+].[OH-]. (4) Given the product [Cl:1][C:2]1[CH:10]=[CH:9][C:8]([C:11]([F:14])([F:13])[F:12])=[CH:7][C:3]=1[C:4]1[O:5][N:37]=[C:34]([CH2:33][N:29]2[C:30]3[C:26](=[C:25]([C:38]([F:41])([F:39])[F:40])[C:24]([C:22]#[N:23])=[CH:32][CH:31]=3)[CH:27]=[CH:28]2)[N:35]=1, predict the reactants needed to synthesize it. The reactants are: [Cl:1][C:2]1[CH:10]=[CH:9][C:8]([C:11]([F:14])([F:13])[F:12])=[CH:7][C:3]=1[C:4](Cl)=[O:5].CCN(CC)CC.[C:22]([C:24]1[C:25]([C:38]([F:41])([F:40])[F:39])=[C:26]2[C:30](=[CH:31][CH:32]=1)[N:29]([CH2:33][C:34](=[NH:37])[NH:35]O)[CH:28]=[CH:27]2)#[N:23]. (5) Given the product [C:11]([O:15][C:16](=[O:26])[NH:17][CH:18]1[CH2:19][CH2:20][CH:21]([CH2:24][NH:25][C:3]2[C:2]([Br:1])=[CH:7][N:6]=[C:5]([Cl:8])[N:4]=2)[CH2:22][CH2:23]1)([CH3:14])([CH3:12])[CH3:13], predict the reactants needed to synthesize it. The reactants are: [Br:1][C:2]1[C:3](Cl)=[N:4][C:5]([Cl:8])=[N:6][CH:7]=1.Cl.[C:11]([O:15][C:16](=[O:26])[NH:17][C@H:18]1[CH2:23][CH2:22][C@H:21]([CH2:24][NH2:25])[CH2:20][CH2:19]1)([CH3:14])([CH3:13])[CH3:12].CCN(C(C)C)C(C)C. (6) Given the product [CH:1]1([CH2:4][O:5][C:6]2[N:11]=[C:10]([C:12]([N:24]3[CH:25]([C:27]([NH2:29])=[O:28])[CH2:26][S:22](=[O:30])(=[O:21])[CH2:23]3)=[O:14])[CH:9]=[CH:8][C:7]=2[C:15]2([OH:19])[CH2:18][CH2:17][CH2:16]2)[CH2:2][CH2:3]1, predict the reactants needed to synthesize it. The reactants are: [CH:1]1([CH2:4][O:5][C:6]2[N:11]=[C:10]([C:12]([OH:14])=O)[CH:9]=[CH:8][C:7]=2[C:15]2([OH:19])[CH2:18][CH2:17][CH2:16]2)[CH2:3][CH2:2]1.Cl.[O:21]=[S:22]1(=[O:30])[CH2:26][CH:25]([C:27]([NH2:29])=[O:28])[NH:24][CH2:23]1. (7) Given the product [CH3:1][C:2]1[C:3]([N:9]2[CH2:16][CH:15]3[CH2:14][N:13]([C:24]([C:23]4[CH:27]=[CH:28][CH:29]=[CH:30][C:22]=4[C:19]4[NH:18][N:17]=[CH:21][N:20]=4)=[O:25])[CH2:12][CH:11]3[CH2:10]2)=[N:4][C:5]([CH3:8])=[CH:6][N:7]=1, predict the reactants needed to synthesize it. The reactants are: [CH3:1][C:2]1[C:3]([N:9]2[CH2:16][CH:15]3[CH:11]([CH2:12][NH:13][CH2:14]3)[CH2:10]2)=[N:4][C:5]([CH3:8])=[CH:6][N:7]=1.[N:17]1[N:18]=[C:19]([C:22]2[CH:30]=[CH:29][CH:28]=[CH:27][C:23]=2[C:24](O)=[O:25])[NH:20][CH:21]=1. (8) The reactants are: Cl[C:2]1[C:11]2=[N:12][N:13](CC3C=CC(OC)=CC=3)[CH:14]=[C:10]2[C:9]2[CH:8]=[C:7]([O:24][CH3:25])[CH:6]=[CH:5][C:4]=2[N:3]=1.[NH2:26][C:27]1[CH:28]=[C:29]([CH:33]=[CH:34][CH:35]=1)[C:30]([NH2:32])=[O:31].Cl. Given the product [CH3:25][O:24][C:7]1[CH:6]=[CH:5][C:4]2[N:3]=[C:2]([NH:26][C:27]3[CH:28]=[C:29]([CH:33]=[CH:34][CH:35]=3)[C:30]([NH2:32])=[O:31])[C:11]3=[N:12][NH:13][CH:14]=[C:10]3[C:9]=2[CH:8]=1, predict the reactants needed to synthesize it. (9) Given the product [C:12]([C:2]1[CH:3]=[C:4]2[C:8](=[CH:9][CH:10]=1)[NH:7][C:6](=[O:11])[CH2:5]2)([CH3:14])=[CH2:13], predict the reactants needed to synthesize it. The reactants are: Br[C:2]1[CH:3]=[C:4]2[C:8](=[CH:9][CH:10]=1)[NH:7][C:6](=[O:11])[CH2:5]2.[C:12](B1OC(C)(C)C(C)(C)O1)([CH3:14])=[CH2:13].[O-]P([O-])([O-])=O.[K+].[K+].[K+].C1(P(C2CCCCC2)C2C=CC=CC=2C2C(C(C)C)=CC(C(C)C)=CC=2C(C)C)CCCCC1. (10) Given the product [CH3:27][Sn:28]([CH3:30])([CH3:29])[C:15]1[S:11][C:12]2[CH:26]=[C:25]3[C:17](=[CH:16][C:13]=2[CH:14]=1)[CH:18]=[C:19]1[S:20][C:21]([Sn:28]([CH3:30])([CH3:29])[CH3:27])=[CH:22][C:23]1=[CH:24]3, predict the reactants needed to synthesize it. The reactants are: [Li]CCCC.C1COCC1.[S:11]1[CH:15]=[CH:14][C:13]2[CH:16]=[C:17]3[C:25](=[CH:26][C:12]1=2)[CH:24]=[C:23]1[C:19]([S:20][CH:21]=[CH:22]1)=[CH:18]3.[CH3:27][Sn:28](Cl)([CH3:30])[CH3:29].